The task is: Predict the reaction yield, written as a fraction of the theoretical maximum amount of product (1.0 means a 100% yield; for example, 0.34 means a 34% yield).. This data is from Reaction yield outcomes from USPTO patents with 853,638 reactions. The reactants are [NH2:1][C@@H:2]([C@H:10]([C@@H:12]1[C@@H:16]([O:17][Si:18]([C:21]([CH3:24])([CH3:23])[CH3:22])([CH3:20])[CH3:19])[C@@H:15]([O:25][Si:26]([C:29]([CH3:32])([CH3:31])[CH3:30])([CH3:28])[CH3:27])[C@H:14]([N:33]2[CH:38]=[CH:37][C:36](=[O:39])[N:35]([CH2:40][C:41]3[CH:46]=[CH:45][C:44]([O:47][CH3:48])=[CH:43][CH:42]=3)[C:34]2=[O:49])[O:13]1)[OH:11])[C:3]([O:5][C:6]([CH3:9])([CH3:8])[CH3:7])=[O:4].[CH2:50]([O:57][C:58]([NH:60][C@H:61]([C:71](=[O:77])[NH:72][CH2:73][CH2:74][CH:75]=O)[CH2:62][CH2:63][C:64]([O:66][C:67]([CH3:70])([CH3:69])[CH3:68])=[O:65])=[O:59])[C:51]1[CH:56]=[CH:55][CH:54]=[CH:53][CH:52]=1.C(O[BH-](OC(=O)C)OC(=O)C)(=O)C.[Na+]. The catalyst is C(O)(=O)C.O1CCCC1. The product is [Si:18]([O:17][C@H:16]1[C@@H:15]([O:25][Si:26]([C:29]([CH3:32])([CH3:31])[CH3:30])([CH3:27])[CH3:28])[C@H:14]([N:33]2[CH:38]=[CH:37][C:36](=[O:39])[N:35]([CH2:40][C:41]3[CH:46]=[CH:45][C:44]([O:47][CH3:48])=[CH:43][CH:42]=3)[C:34]2=[O:49])[O:13][CH:12]1[C@H:10]([OH:11])[C@@H:2]([C:3]([O:5][C:6]([CH3:7])([CH3:9])[CH3:8])=[O:4])[NH:1][CH2:75][CH2:74][CH2:73][NH:72][C:71](=[O:77])[C@H:61]([CH2:62][CH2:63][C:64]([O:66][C:67]([CH3:70])([CH3:69])[CH3:68])=[O:65])[NH:60][C:58](=[O:59])[O:57][CH2:50][C:51]1[CH:52]=[CH:53][CH:54]=[CH:55][CH:56]=1)([C:21]([CH3:22])([CH3:23])[CH3:24])([CH3:20])[CH3:19]. The yield is 0.830.